Dataset: Full USPTO retrosynthesis dataset with 1.9M reactions from patents (1976-2016). Task: Predict the reactants needed to synthesize the given product. (1) Given the product [S:20]1[C:16]([C:2]#[C:1][C:3]2[CH:8]=[CH:7][C:6]([CH2:9][CH2:10][C:11]([OH:13])=[O:12])=[CH:5][CH:4]=2)=[CH:17][N:18]=[CH:19]1, predict the reactants needed to synthesize it. The reactants are: [C:1]([C:3]1[CH:8]=[CH:7][C:6]([CH2:9][CH2:10][C:11]([O:13]C)=[O:12])=[CH:5][CH:4]=1)#[CH:2].Br[C:16]1[S:20][CH:19]=[N:18][CH:17]=1. (2) Given the product [C:1]([O:5][C:6]([N:8]1[CH2:13][CH2:12][CH:11]([O:14][C:15]2[CH:21]=[CH:20][C:18]([NH:19][S:30]([CH2:28][CH3:29])(=[O:32])=[O:31])=[CH:17][CH:16]=2)[CH2:10][CH2:9]1)=[O:7])([CH3:4])([CH3:2])[CH3:3], predict the reactants needed to synthesize it. The reactants are: [C:1]([O:5][C:6]([N:8]1[CH2:13][CH2:12][CH:11]([O:14][C:15]2[CH:21]=[CH:20][C:18]([NH2:19])=[CH:17][CH:16]=2)[CH2:10][CH2:9]1)=[O:7])([CH3:4])([CH3:3])[CH3:2].N1C=CC=CC=1.[CH2:28]([S:30](Cl)(=[O:32])=[O:31])[CH3:29].CO. (3) Given the product [C:1]([O:5][C:6](=[O:41])[CH2:7][CH2:8][C:9]1[CH:14]=[C:13]([Cl:15])[C:12]([C:16]2[NH:37][C:19]3[C:18]([CH:17]=2)=[CH:23][CH:22]=[C:21]([C:24](=[O:36])[NH:25][C:26]2[CH:35]=[CH:34][C:33]4[C:28](=[CH:29][CH:30]=[CH:31][CH:32]=4)[N:27]=2)[CH:20]=3)=[C:11]([Cl:40])[CH:10]=1)([CH3:4])([CH3:3])[CH3:2], predict the reactants needed to synthesize it. The reactants are: [C:1]([O:5][C:6](=[O:41])[CH2:7][CH2:8][C:9]1[CH:14]=[C:13]([Cl:15])[C:12](/[CH:16]=[CH:17]/[C:18]2[CH:23]=[CH:22][C:21]([C:24](=[O:36])[NH:25][C:26]3[CH:35]=[CH:34][C:33]4[C:28](=[CH:29][CH:30]=[CH:31][CH:32]=4)[N:27]=3)=[CH:20][C:19]=2[N+:37]([O-])=O)=[C:11]([Cl:40])[CH:10]=1)([CH3:4])([CH3:3])[CH3:2].